This data is from Catalyst prediction with 721,799 reactions and 888 catalyst types from USPTO. The task is: Predict which catalyst facilitates the given reaction. (1) Reactant: [F:1][C:2]1[CH:7]=[CH:6][C:5]([C:8]2[O:12][C:11]([CH3:13])=[C:10]([CH:14]([NH:19][C:20]3[CH:28]=[CH:27][C:23]([C:24](O)=[O:25])=[CH:22][CH:21]=3)[CH2:15][CH:16]([CH3:18])[CH3:17])[CH:9]=2)=[C:4](OC)[CH:3]=1.[CH3:31][NH:32][CH2:33][CH2:34][C:35]([O:37]CC)=[O:36].Cl.C(N=C=NCCCN(C)C)C.O.[OH:53][C:54]1C2N=NNC=2C=CC=1. Product: [F:1][C:2]1[CH:7]=[CH:6][C:5]([C:8]2[O:12][C:11]([CH3:13])=[C:10]([CH:14]([NH:19][C:20]3[CH:21]=[CH:22][C:23]([C:24]([N:32]([CH3:31])[CH2:33][CH2:34][C:35]([OH:37])=[O:36])=[O:25])=[CH:27][CH:28]=3)[CH2:15][CH:16]([CH3:18])[CH3:17])[CH:9]=2)=[C:4]([O:53][CH3:54])[CH:3]=1. The catalyst class is: 842. (2) Reactant: CN(C)[CH:3]=[O:4].P(Cl)(Cl)(Cl)=O.[CH2:11]([O:13][C:14]([N:16]1[CH:25]=[CH:24][C:23]2[C:18](=[CH:19][C:20]([O:31][CH3:32])=[C:21]([O:26][CH2:27][CH2:28][CH2:29][CH3:30])[CH:22]=2)[CH:17]1[CH2:33][C:34]1[CH:39]=[CH:38][CH:37]=[C:36]([O:40][CH3:41])[CH:35]=1)=[O:15])[CH3:12].C([O-])(=O)C.[K+]. Product: [CH2:11]([O:13][C:14]([N:16]1[CH:25]=[C:24]([CH:3]=[O:4])[C:23]2[C:18](=[CH:19][C:20]([O:31][CH3:32])=[C:21]([O:26][CH2:27][CH2:28][CH2:29][CH3:30])[CH:22]=2)[CH:17]1[CH2:33][C:34]1[CH:39]=[CH:38][CH:37]=[C:36]([O:40][CH3:41])[CH:35]=1)=[O:15])[CH3:12]. The catalyst class is: 46. (3) Reactant: [CH:1]1([C:4](=[O:33])[CH:5]([N:13]2[CH2:18][CH2:17][CH:16]([SH:19])/[C:15](=[CH:20]\[C:21]3[CH:25]=[CH:24][N:23]([CH2:26][CH2:27][C:28]([O:30]CC)=[O:29])[N:22]=3)/[CH2:14]2)[C:6]2[CH:11]=[CH:10][CH:9]=[CH:8][C:7]=2[F:12])[CH2:3][CH2:2]1.[ClH:34]. Product: [ClH:34].[C:28]([CH2:27][CH2:26][N:23]1[CH:24]=[CH:25][C:21](/[CH:20]=[C:15]2/[CH2:14][N:13]([CH:5]([C:6]3[CH:11]=[CH:10][CH:9]=[CH:8][C:7]=3[F:12])[C:4]([CH:1]3[CH2:3][CH2:2]3)=[O:33])[CH2:18][CH2:17][CH:16]/2[SH:19])=[N:22]1)([OH:30])=[O:29]. The catalyst class is: 10. (4) Reactant: C([O:8][C:9](=[O:29])[CH2:10][O:11][CH2:12][CH2:13][O:14][CH2:15][CH2:16][O:17][CH2:18][CH2:19][O:20][CH2:21][CH2:22][O:23][CH2:24][CH2:25][N:26]=[N+]=[N-])C1C=CC=CC=1. Product: [NH2:26][CH2:25][CH2:24][O:23][CH2:22][CH2:21][O:20][CH2:19][CH2:18][O:17][CH2:16][CH2:15][O:14][CH2:13][CH2:12][O:11][CH2:10][C:9]([OH:29])=[O:8]. The catalyst class is: 19. (5) Reactant: [CH2:1]([N:8]1[C:17]2[C:12](=[CH:13][C:14]([C:18]([F:21])([F:20])[F:19])=[CH:15][CH:16]=2)[CH2:11][CH:10]([C:22]([O:24]CC)=[O:23])[CH2:9]1)[C:2]1[CH:7]=[CH:6][CH:5]=[CH:4][CH:3]=1.O.[OH-].[Li+]. Product: [CH2:1]([N:8]1[C:17]2[C:12](=[CH:13][C:14]([C:18]([F:19])([F:20])[F:21])=[CH:15][CH:16]=2)[CH2:11][CH:10]([C:22]([OH:24])=[O:23])[CH2:9]1)[C:2]1[CH:7]=[CH:6][CH:5]=[CH:4][CH:3]=1. The catalyst class is: 200.